Predict the product of the given reaction. From a dataset of Forward reaction prediction with 1.9M reactions from USPTO patents (1976-2016). (1) Given the reactants [Li]CCCC.[CH2:6]([O:13][C:14]1[CH:19]=[C:18](Br)[CH:17]=[CH:16][C:15]=1[O:21][CH3:22])[C:7]1[CH:12]=[CH:11][CH:10]=[CH:9][CH:8]=1.[CH2:23]([O:30][C:31]1[CH:32]=[C:33]([CH:36]=[CH:37][C:38]=1[O:39][CH3:40])[CH:34]=[O:35])[C:24]1[CH:29]=[CH:28][CH:27]=[CH:26][CH:25]=1.O, predict the reaction product. The product is: [CH2:6]([O:13][C:14]1[CH:19]=[C:18]([CH:34]([C:33]2[CH:36]=[CH:37][C:38]([O:39][CH3:40])=[C:31]([O:30][CH2:23][C:24]3[CH:29]=[CH:28][CH:27]=[CH:26][CH:25]=3)[CH:32]=2)[OH:35])[CH:17]=[CH:16][C:15]=1[O:21][CH3:22])[C:7]1[CH:12]=[CH:11][CH:10]=[CH:9][CH:8]=1. (2) Given the reactants [O-:1][C:2]#[N:3].[K+].[NH2:5][C:6]1[CH:7]=[C:8]([C:12]2[N:13]=[CH:14][N:15]([C:17]([N:19]([CH:21]3[CH2:25][CH2:24][CH2:23][CH2:22]3)[CH3:20])=[O:18])[CH:16]=2)[CH:9]=[CH:10][CH:11]=1.Cl, predict the reaction product. The product is: [CH:21]1([N:19]([CH3:20])[C:17]([N:15]2[CH:16]=[C:12]([C:8]3[CH:9]=[CH:10][CH:11]=[C:6]([NH:5][C:2]([NH2:3])=[O:1])[CH:7]=3)[N:13]=[CH:14]2)=[O:18])[CH2:25][CH2:24][CH2:23][CH2:22]1. (3) Given the reactants Cl.[CH3:2][N:3]([CH3:35])[C:4](=[O:34])[S:5][C:6]1[C:7]([O:31][CH2:32][CH3:33])=[CH:8][CH:9]=[C:10]2[C:15]=1[CH:14]=[N:13][CH:12]=[C:11]2[CH2:16][C:17]1[CH:22]=[C:21]([O:23][CH3:24])[C:20]([O:25][CH2:26][CH2:27][CH3:28])=[C:19]([O:29][CH3:30])[CH:18]=1.[OH:36]N1C(=O)C2=CC=CC=C2C1=O.[O-][Cl:49]=O.[Na+].Cl.CO, predict the reaction product. The product is: [ClH:49].[CH3:35][N:3]([CH3:2])[C:4](=[O:34])[S:5][C:6]1[C:7]([O:31][CH2:32][CH3:33])=[CH:8][CH:9]=[C:10]2[C:15]=1[CH:14]=[N:13][CH:12]=[C:11]2[C:16](=[O:36])[C:17]1[CH:18]=[C:19]([O:29][CH3:30])[C:20]([O:25][CH2:26][CH2:27][CH3:28])=[C:21]([O:23][CH3:24])[CH:22]=1. (4) Given the reactants Cl.[CH3:2][N:3]([CH3:12])[C:4]([C@@H:6]1[CH2:10][C@@H:9]([OH:11])[CH2:8][NH:7]1)=[O:5].Cl[C:14]1([C:25]2[C:26]([O:31][CH3:32])=[N:27][CH:28]=[CH:29][CH:30]=2)[C:22]2[C:17](=[CH:18][CH:19]=[C:20]([Cl:23])[CH:21]=2)[NH:16][C:15]1=[O:24].C1COCC1.CCN(C(C)C)C(C)C, predict the reaction product. The product is: [CH3:2][N:3]([CH3:12])[C:4]([C@@H:6]1[CH2:10][C@@H:9]([OH:11])[CH2:8][N:7]1[C:14]1([C:25]2[C:26]([O:31][CH3:32])=[N:27][CH:28]=[CH:29][CH:30]=2)[C:22]2[C:17](=[CH:18][CH:19]=[C:20]([Cl:23])[CH:21]=2)[NH:16][C:15]1=[O:24])=[O:5]. (5) Given the reactants N1C=CC=CC=1.[OH:7][C:8]1[CH:13]=[CH:12][C:11]([C:14]([OH:23])([C:19]([F:22])([F:21])[F:20])[C:15]([F:18])([F:17])[F:16])=[CH:10][C:9]=1[CH2:24][CH2:25][CH3:26].[C:27](OC(=O)C)(=[O:29])[CH3:28].CO, predict the reaction product. The product is: [C:27]([O:7][C:8]1[CH:13]=[CH:12][C:11]([C:14]([OH:23])([C:15]([F:16])([F:17])[F:18])[C:19]([F:20])([F:21])[F:22])=[CH:10][C:9]=1[CH2:24][CH2:25][CH3:26])(=[O:29])[CH3:28]. (6) Given the reactants [CH2:1]([OH:3])[CH3:2].[H-].[Na+].[Cl:6][C:7]1[CH:23]=[C:22]([Cl:24])[CH:21]=[CH:20][C:8]=1[CH2:9][NH:10][C:11](=[O:19])[C:12]1[CH:17]=[CH:16][C:15](F)=[N:14][CH:13]=1, predict the reaction product. The product is: [Cl:6][C:7]1[CH:23]=[C:22]([Cl:24])[CH:21]=[CH:20][C:8]=1[CH2:9][NH:10][C:11](=[O:19])[C:12]1[CH:17]=[CH:16][C:15]([O:3][CH2:1][CH3:2])=[N:14][CH:13]=1.